This data is from Peptide-MHC class II binding affinity with 134,281 pairs from IEDB. The task is: Regression. Given a peptide amino acid sequence and an MHC pseudo amino acid sequence, predict their binding affinity value. This is MHC class II binding data. (1) The peptide sequence is QVYPRSWSAVMLTFD. The MHC is HLA-DPA10201-DPB10101 with pseudo-sequence HLA-DPA10201-DPB10101. The binding affinity (normalized) is 0.179. (2) The peptide sequence is PTSLLISWGHYPLHL. The MHC is DRB1_0701 with pseudo-sequence DRB1_0701. The binding affinity (normalized) is 0.690. (3) The peptide sequence is SAIRAAPEAARSLAS. The MHC is DRB1_0802 with pseudo-sequence DRB1_0802. The binding affinity (normalized) is 0.742. (4) The peptide sequence is FETIVVTVDSLPEFK. The MHC is DRB1_1302 with pseudo-sequence DRB1_1302. The binding affinity (normalized) is 0.426. (5) The peptide sequence is RETQISKTNTQTYR. The MHC is DRB1_0301 with pseudo-sequence DRB1_0301. The binding affinity (normalized) is 0.597. (6) The peptide sequence is SNLLRAIEAQQHLLQLTVWGIKQL. The MHC is H-2-IAd with pseudo-sequence H-2-IAd. The binding affinity (normalized) is 0.450. (7) The peptide sequence is EQQWNFAGIEAAASA. The MHC is DRB1_0802 with pseudo-sequence DRB1_0802. The binding affinity (normalized) is 0.527. (8) The peptide sequence is LWSPRERLVLTLGAA. The MHC is HLA-DQA10501-DQB10302 with pseudo-sequence HLA-DQA10501-DQB10302. The binding affinity (normalized) is 0.324. (9) The peptide sequence is QEALNIALVAVSLIA. The MHC is DRB3_0101 with pseudo-sequence DRB3_0101. The binding affinity (normalized) is 0.240.